Dataset: Catalyst prediction with 721,799 reactions and 888 catalyst types from USPTO. Task: Predict which catalyst facilitates the given reaction. (1) Reactant: [Cl:1][C:2]1[C:3]([N:8]2[C:12]([C:13]([O:15]CC)=[O:14])=[CH:11][C:10]([O:18][CH2:19][C:20]#[CH:21])=[N:9]2)=[N:4][CH:5]=[CH:6][CH:7]=1.CO.[OH-].[Na+].Cl. Product: [Cl:1][C:2]1[C:3]([N:8]2[C:12]([C:13]([OH:15])=[O:14])=[CH:11][C:10]([O:18][CH2:19][C:20]#[CH:21])=[N:9]2)=[N:4][CH:5]=[CH:6][CH:7]=1. The catalyst class is: 6. (2) Reactant: [OH:1][N:2]1[C:11](=[O:12])[CH:10]2[CH:5]([CH:6]3[CH2:13][CH:9]2[CH:8]=[CH:7]3)[C:3]1=[O:4].Cl[CH2:15][CH2:16][S:17](Cl)(=[O:19])=[O:18].C(N(CC)CC)C.[CH:28]1([SH:34])[CH2:33][CH2:32][CH2:31][CH2:30][CH2:29]1. Product: [CH:28]1([S:34][CH2:15][CH2:16][S:17]([O:1][N:2]2[C:11](=[O:12])[CH:10]3[CH:5]([CH:6]4[CH2:13][CH:9]3[CH:8]=[CH:7]4)[C:3]2=[O:4])(=[O:19])=[O:18])[CH2:33][CH2:32][CH2:31][CH2:30][CH2:29]1. The catalyst class is: 20. (3) Product: [NH2:11][C:8]1[CH:7]=[CH:6][CH:5]=[C:4]2[C:9]=1[CH2:10][N:2]([CH3:1])[C:3]2=[O:14]. The catalyst class is: 153. Reactant: [CH3:1][N:2]1[CH2:10][C:9]2[C:4](=[CH:5][CH:6]=[CH:7][C:8]=2[N+:11]([O-])=O)[C:3]1=[O:14]. (4) Reactant: CO[C:3]([CH2:5][C:6]([CH2:8][C:9]([O:11][CH3:12])=[O:10])=[O:7])=[O:4].CO[C:15]1[CH2:16][CH2:17][CH2:18][N:19]=1. Product: [OH:7][C:6]1[C:8]([C:9]([O:11][CH3:12])=[O:10])=[C:18]2[N:19]([CH2:15][CH2:16][CH2:17]2)[C:3](=[O:4])[CH:5]=1. The catalyst class is: 66. (5) The catalyst class is: 3. Product: [CH:3]([C:6]1[CH:13]=[CH:12][C:9]([CH2:10][O:14][C:15]2[CH:20]=[CH:19][C:18]([S:21][CH3:22])=[CH:17][C:16]=2/[CH:23]=[CH:24]/[C:25]2[CH:34]=[CH:33][C:28]([C:29]([OH:31])=[O:30])=[CH:27][N:26]=2)=[CH:8][CH:7]=1)([CH3:5])[CH3:4]. Reactant: [H-].[Na+].[CH:3]([C:6]1[CH:13]=[CH:12][C:9]([CH2:10]Cl)=[CH:8][CH:7]=1)([CH3:5])[CH3:4].[OH:14][C:15]1[CH:20]=[CH:19][C:18]([S:21][CH3:22])=[CH:17][C:16]=1/[CH:23]=[CH:24]/[C:25]1[CH:34]=[CH:33][C:28]([C:29]([O:31]C)=[O:30])=[CH:27][N:26]=1. (6) Reactant: C(N(CC)C(C)C)(C)C.[NH2:10][C:11]1([CH3:39])[CH2:16][CH2:15][N:14]([C:17](=[O:38])[C:18]([NH:20][CH2:21][C:22]23[O:30][C:29]([CH3:32])([CH3:31])[O:28][CH:27]2[CH:26]2[O:33][C:34]([CH3:37])([CH3:36])[O:35][CH:25]2[CH2:24][O:23]3)=[O:19])[CH2:13][CH2:12]1.Cl[CH2:41][C:42]([N:44]1[CH2:48][CH2:47][CH2:46][C@H:45]1[C:49]#[N:50])=[O:43]. Product: [C:49]([C@@H:45]1[CH2:46][CH2:47][CH2:48][N:44]1[C:42](=[O:43])[CH2:41][NH:10][C:11]1([CH3:39])[CH2:16][CH2:15][N:14]([C:17](=[O:38])[C:18]([NH:20][CH2:21][C:22]23[O:30][C:29]([CH3:32])([CH3:31])[O:28][CH:27]2[CH:26]2[O:33][C:34]([CH3:37])([CH3:36])[O:35][CH:25]2[CH2:24][O:23]3)=[O:19])[CH2:13][CH2:12]1)#[N:50]. The catalyst class is: 9. (7) Reactant: [CH2:1]([N:3]1[C:7](=[NH:8])/[C:6](=[CH:9]\[C:10]2[CH:15]=[CH:14][C:13]([OH:16])=[C:12]([O:17][CH3:18])[CH:11]=2)/[N:5]([CH3:19])[C:4]1=[O:20])[CH3:2].C(=O)([O-])[O-].[K+].[K+].Br[CH2:28][C:29]1[CH:34]=[CH:33][CH:32]=[CH:31][C:30]=1[C:35]([F:38])([F:37])[F:36].[OH-].[Na+]. Product: [CH2:1]([N:3]1[C:7](=[NH:8])/[C:6](=[CH:9]\[C:10]2[CH:15]=[CH:14][C:13]([O:16][CH2:28][C:29]3[CH:34]=[CH:33][CH:32]=[CH:31][C:30]=3[C:35]([F:36])([F:37])[F:38])=[C:12]([O:17][CH3:18])[CH:11]=2)/[N:5]([CH3:19])[C:4]1=[O:20])[CH3:2]. The catalyst class is: 9. (8) Reactant: [C:1]1(=[O:14])[C:6]2=[N:7][C:8]3[CH:13]=[CH:12][CH:11]=[CH:10][C:9]=3[N:5]2[CH2:4][CH2:3][NH:2]1. Product: [C:1]1(=[O:14])[C:6]2=[N:7][C:8]3[CH2:13][CH2:12][CH2:11][CH2:10][C:9]=3[N:5]2[CH2:4][CH2:3][NH:2]1. The catalyst class is: 331. (9) Reactant: S([O-])([O-])(=O)=O.[Cu+2:6].C([O-])(=O)CC(CC([O-])=O)(C([O-])=O)O.[Na+].[Na+].[Na+].[NH:23]1[C:27]2[CH:28]=[CH:29][CH:30]=[CH:31][C:26]=2[N:25]=[N:24]1. Product: [Cu:6].[NH:23]1[C:27]2[CH:28]=[CH:29][CH:30]=[CH:31][C:26]=2[N:25]=[N:24]1. The catalyst class is: 6. (10) Reactant: [CH2:1]([NH2:4])[CH2:2][NH2:3].[F:5][C:6]([F:15])([F:14])[C:7]1[O:11][C:10]([CH2:12]Cl)=[N:9][N:8]=1.C(O)C. Product: [NH:3]1[CH2:2][CH2:1][NH:4][CH2:12]/[C:10]/1=[N:9]/[NH:8][C:7](=[O:11])[C:6]([F:15])([F:14])[F:5]. The catalyst class is: 5.